From a dataset of Full USPTO retrosynthesis dataset with 1.9M reactions from patents (1976-2016). Predict the reactants needed to synthesize the given product. (1) Given the product [CH:24]1([C:21]2[CH:22]=[CH:23][C:18]3[C:31]([NH:8][C:6]4[CH:7]=[C:2]([CH3:1])[CH:3]=[CH:4][C:5]=4[S:9][C:10]4[CH:11]=[CH:12][CH:13]=[CH:14][CH:15]=4)=[N:29][CH:28]=[N:27][C:19]=3[N:20]=2)[CH2:25][CH2:26]1, predict the reactants needed to synthesize it. The reactants are: [CH3:1][C:2]1[CH:3]=[CH:4][C:5]([S:9][C:10]2[CH:15]=[CH:14][CH:13]=[CH:12][CH:11]=2)=[C:6]([NH2:8])[CH:7]=1.C([C:18]1[C:19]([N:27]=[CH:28][N:29]([CH3:31])C)=[N:20][C:21]([CH:24]2[CH2:26][CH2:25]2)=[CH:22][CH:23]=1)#N.NC1C=C(C)C=CC=1SC1C=CC(O)=CC=1.C(C1C(N=CN(C)C)=NC(C)=CC=1)#N. (2) Given the product [CH2:40]([N:44]([C:88]1[CH:89]=[CH:90][C:91]([CH2:94][C:95]([OH:97])=[O:96])=[CH:92][CH:93]=1)[C:45]([C:47]1[C:51]([Cl:52])=[C:50]([CH3:53])[N:49]([C:54]2[CH:59]=[CH:58][C:57]([C:60](=[O:75])[NH:61][S:62]([C:65]3[CH:74]=[CH:73][C:72]4[C:67](=[CH:68][CH:69]=[CH:70][CH:71]=4)[CH:66]=3)(=[O:63])=[O:64])=[CH:56][C:55]=2[C:76]([N:78]2[CH2:87][CH2:86][C:85]3[C:80](=[CH:81][CH:82]=[CH:83][CH:84]=3)[CH2:79]2)=[O:77])[N:48]=1)=[O:46])[CH2:41][CH2:42][CH3:43], predict the reactants needed to synthesize it. The reactants are: ClC1C(C(=O)N(CCCC)CCCC)=NN(C2C=CC(C(O)=O)=CC=2C(N2CCC3C(=CC=CC=3)C2)=O)C=1C.[CH2:40]([N:44]([C:88]1[CH:93]=[CH:92][C:91]([CH2:94][C:95]([O:97]CC)=[O:96])=[CH:90][CH:89]=1)[C:45]([C:47]1[C:51]([Cl:52])=[C:50]([CH3:53])[N:49]([C:54]2[CH:59]=[CH:58][C:57]([C:60](=[O:75])[NH:61][S:62]([C:65]3[CH:74]=[CH:73][C:72]4[C:67](=[CH:68][CH:69]=[CH:70][CH:71]=4)[CH:66]=3)(=[O:64])=[O:63])=[CH:56][C:55]=2[C:76]([N:78]2[CH2:87][CH2:86][C:85]3[C:80](=[CH:81][CH:82]=[CH:83][CH:84]=3)[CH2:79]2)=[O:77])[N:48]=1)=[O:46])[CH2:41][CH2:42][CH3:43]. (3) Given the product [Cl:45][C:29]1[C:30]([NH:32][C:33]2[CH:38]=[CH:37][CH:36]=[CH:35][C:34]=2[S:39](=[O:41])(=[O:40])[N:42]([CH3:43])[CH3:44])=[N:31][C:26]([NH:1][C:2]2[CH:22]=[CH:21][C:5]3[N:6]([CH2:19][CH3:20])[C:7](=[O:18])[CH:8]([NH:11][C:12](=[O:17])[C:13]([F:14])([F:15])[F:16])[CH2:9][CH2:10][C:4]=3[C:3]=2[O:23][CH3:24])=[N:27][CH:28]=1, predict the reactants needed to synthesize it. The reactants are: [NH2:1][C:2]1[CH:22]=[CH:21][C:5]2[N:6]([CH2:19][CH3:20])[C:7](=[O:18])[CH:8]([NH:11][C:12](=[O:17])[C:13]([F:16])([F:15])[F:14])[CH2:9][CH2:10][C:4]=2[C:3]=1[O:23][CH3:24].Cl[C:26]1[N:31]=[C:30]([NH:32][C:33]2[CH:38]=[CH:37][CH:36]=[CH:35][C:34]=2[S:39]([N:42]([CH3:44])[CH3:43])(=[O:41])=[O:40])[C:29]([Cl:45])=[CH:28][N:27]=1.